Dataset: Forward reaction prediction with 1.9M reactions from USPTO patents (1976-2016). Task: Predict the product of the given reaction. (1) Given the reactants [Cl:1][C:2]1[CH:16]=[CH:15][C:5]([CH2:6][CH:7]2[CH2:10][N:9]([CH2:11][CH2:12][CH2:13][NH2:14])[CH2:8]2)=[CH:4][CH:3]=1.C1([O:23][C:24](=O)[NH:25][C:26]2[S:27][C:28]([CH2:31][CH3:32])=[N:29][N:30]=2)C=CC=CC=1, predict the reaction product. The product is: [Cl:1][C:2]1[CH:3]=[CH:4][C:5]([CH2:6][CH:7]2[CH2:10][N:9]([CH2:11][CH2:12][CH2:13][NH:14][C:24]([NH:25][C:26]3[S:27][C:28]([CH2:31][CH3:32])=[N:29][N:30]=3)=[O:23])[CH2:8]2)=[CH:15][CH:16]=1. (2) Given the reactants Cl[C:2]1[N:7]=[C:6]([NH:8][C:9]2[CH:10]=[CH:11][C:12]3[O:17][CH:16]([CH:18]4[CH2:20][CH2:19]4)[C:15](=[O:21])[NH:14][C:13]=3[CH:22]=2)[C:5]([F:23])=[CH:4][N:3]=1.[NH2:24][C:25]1[CH:33]=[C:32]2[C:28]([CH:29]=[N:30][NH:31]2)=[CH:27][CH:26]=1, predict the reaction product. The product is: [CH2:19]1[CH2:20][CH:18]1[CH:16]1[C:15](=[O:21])[NH:14][C:13]2[CH:22]=[C:9]([NH:8][C:6]3[C:5]([F:23])=[CH:4][N:3]=[C:2]([NH:24][C:25]4[CH:33]=[C:32]5[C:28]([CH:29]=[N:30][NH:31]5)=[CH:27][CH:26]=4)[N:7]=3)[CH:10]=[CH:11][C:12]=2[O:17]1. (3) Given the reactants [CH3:1][C:2]1[CH:7]=[C:6]([NH:8][C:9]2[C:18]3[C:13](=[CH:14][CH:15]=[CH:16][C:17]=3[O:19][CH2:20][CH2:21][NH:22][CH3:23])[N:12]=[CH:11][N:10]=2)[CH:5]=[CH:4][C:3]=1[OH:24].[C:25]([OH:28])(=O)[CH3:26], predict the reaction product. The product is: [OH:24][C:3]1[CH:4]=[CH:5][C:6]([NH:8][C:9]2[C:18]3[C:13](=[CH:14][CH:15]=[CH:16][C:17]=3[O:19][CH2:20][CH2:21][N:22]([CH3:23])[C:25](=[O:28])[CH3:26])[N:12]=[CH:11][N:10]=2)=[CH:7][C:2]=1[CH3:1]. (4) Given the reactants [F:1][C:2]1[CH:3]=[C:4]2[C:8](=[CH:9][CH:10]=1)[NH:7][CH:6]=[C:5]2[CH2:11][CH:12]1[CH2:17][CH2:16][N:15]([C:18]([O:20][C:21]([CH3:24])([CH3:23])[CH3:22])=[O:19])[CH2:14][CH2:13]1.[H-].[Na+].[C:27]1([S:33](Cl)(=[O:35])=[O:34])[CH:32]=[CH:31][CH:30]=[CH:29][CH:28]=1, predict the reaction product. The product is: [F:1][C:2]1[CH:3]=[C:4]2[C:8](=[CH:9][CH:10]=1)[N:7]([S:33]([C:27]1[CH:32]=[CH:31][CH:30]=[CH:29][CH:28]=1)(=[O:35])=[O:34])[CH:6]=[C:5]2[CH2:11][CH:12]1[CH2:13][CH2:14][N:15]([C:18]([O:20][C:21]([CH3:24])([CH3:23])[CH3:22])=[O:19])[CH2:16][CH2:17]1. (5) The product is: [O:17]=[C:13]1[C:2]2[NH:1][C:5]([C:6]([O:8][CH2:9][CH3:10])=[O:7])=[CH:4][C:3]=2[CH2:11][CH2:12]1. Given the reactants [NH:1]1[C:5]([C:6]([O:8][CH2:9][CH3:10])=[O:7])=[CH:4][C:3]2[CH2:11][CH2:12][CH2:13][C:2]1=2.C1C[O:17]CC1.O, predict the reaction product. (6) The product is: [CH2:1]([C:3]1[C:8](=[O:9])[N:7]2[N:10]=[CH:11][C:12]([C:13]#[N:14])=[C:6]2[N:5]2[CH2:17][CH2:16][CH2:15][C:4]=12)[CH3:2]. Given the reactants [CH2:1]([C:3]1[C:8](=[O:9])[N:7]2[N:10]=[CH:11][C:12]([C:13]#[N:14])=[C:6]2[NH:5][C:4]=1[CH2:15][CH2:16][CH2:17]O)[CH3:2].CC(OC(/N=N/C(OC(C)C)=O)=O)C.C1C=CC(P(C2C=CC=CC=2)C2C=CC=CC=2)=CC=1, predict the reaction product. (7) Given the reactants [CH2:1]=[C:2]1[CH:8]2[CH2:9][CH:5]([CH2:6][CH2:7]2)[C:4](=[O:10])[O:3]1.C(N(CC)CC)C.[C-]#N.[K+].[CH3:21][S:22]([C:25]1[CH:33]=[CH:32][C:28]([C:29](Cl)=[O:30])=[C:27]([N+:34]([O-:36])=[O:35])[CH:26]=1)(=[O:24])=[O:23].O=C1C2CC(CC2)C(OC(=O)C2C=CC(S(C)(=O)=O)=CC=2[N+]([O-])=O)=C1, predict the reaction product. The product is: [OH:3][C:2]1[CH:8]2[CH2:9][CH:5]([CH2:6][CH2:7]2)[C:4](=[O:10])[C:1]=1[C:29](=[O:30])[C:28]1[CH:32]=[CH:33][C:25]([S:22]([CH3:21])(=[O:24])=[O:23])=[CH:26][C:27]=1[N+:34]([O-:36])=[O:35]. (8) Given the reactants [CH:1]([OH:3])=O.C(OC(=O)C)(=O)C.[Br:11][C:12]1[N:17]=[C:16]([O:18][CH3:19])[C:15]([NH2:20])=[CH:14][CH:13]=1, predict the reaction product. The product is: [Br:11][C:12]1[N:17]=[C:16]([O:18][CH3:19])[C:15]([NH:20][CH:1]=[O:3])=[CH:14][CH:13]=1.